Dataset: Catalyst prediction with 721,799 reactions and 888 catalyst types from USPTO. Task: Predict which catalyst facilitates the given reaction. (1) Reactant: [Cl:1][C:2]1[C:3]([C:12](=[O:14])[CH3:13])=[N:4][CH:5]=[C:6]([C:8]([F:11])([F:10])[F:9])[CH:7]=1.[Br-:15].[Br-].[Br-].C1([N+](C)(C)C)C=CC=CC=1.C1([N+](C)(C)C)C=CC=CC=1.C1([N+](C)(C)C)C=CC=CC=1. Product: [Br:15][CH2:13][C:12]([C:3]1[C:2]([Cl:1])=[CH:7][C:6]([C:8]([F:11])([F:9])[F:10])=[CH:5][N:4]=1)=[O:14]. The catalyst class is: 7. (2) Reactant: [Cl:1][C:2]1[CH:7]=[CH:6][C:5]([S:8]([N:11]([CH2:21][C:22]2[CH:30]=[CH:29][C:25]([C:26]([OH:28])=O)=[CH:24][CH:23]=2)[C@H:12]([C:15]2[CH:20]=[CH:19][CH:18]=[CH:17][CH:16]=2)[CH2:13][CH3:14])(=[O:10])=[O:9])=[CH:4][CH:3]=1.[CH3:31][CH:32]([NH2:34])[CH3:33].N1(O)C2C=CC=CC=2N=N1.C1CCC(N=C=NC2CCCCC2)CC1. Product: [Cl:1][C:2]1[CH:3]=[CH:4][C:5]([S:8]([N:11]([CH2:21][C:22]2[CH:30]=[CH:29][C:25]([C:26]([NH:34][CH:32]([CH3:33])[CH3:31])=[O:28])=[CH:24][CH:23]=2)[C@H:12]([C:15]2[CH:16]=[CH:17][CH:18]=[CH:19][CH:20]=2)[CH2:13][CH3:14])(=[O:9])=[O:10])=[CH:6][CH:7]=1. The catalyst class is: 4. (3) Reactant: N12CCCN=C1CCCCC2.[CH:12]1([C:15]2[N:20]=[C:19]([C:21]3[NH:22][O:23][C:24](=[O:26])[N:25]=3)[CH:18]=[C:17]([C:27]([F:30])([F:29])[F:28])[N:16]=2)[CH2:14][CH2:13]1.[N:31]1([C:36](Cl)=[O:37])[CH2:35][CH2:34][CH2:33][CH2:32]1. Product: [CH:12]1([C:15]2[N:20]=[C:19]([C:21]3[N:25]([C:36]([N:31]4[CH2:35][CH2:34][CH2:33][CH2:32]4)=[O:37])[C:24](=[O:26])[O:23][N:22]=3)[CH:18]=[C:17]([C:27]([F:28])([F:30])[F:29])[N:16]=2)[CH2:13][CH2:14]1. The catalyst class is: 17. (4) Reactant: [C:1]([O:5][C:6]([N:8]1[CH2:12][C@H:11]([S:13][CH2:14][C:15]2[CH:20]=[CH:19][C:18]([O:21][CH3:22])=[CH:17][CH:16]=2)[CH2:10][C@H:9]1[C:23]([OH:25])=O)=[O:7])([CH3:4])([CH3:3])[CH3:2].CN1CCOCC1.OC1C2N=NNC=2C=CC=1.CCN=C=NCCCN(C)C.Cl.[CH3:55][NH:56][O:57][CH3:58]. Product: [C:1]([O:5][C:6]([N:8]1[CH2:12][C@H:11]([S:13][CH2:14][C:15]2[CH:20]=[CH:19][C:18]([O:21][CH3:22])=[CH:17][CH:16]=2)[CH2:10][C@H:9]1[C:23](=[O:25])[N:56]([O:57][CH3:58])[CH3:55])=[O:7])([CH3:4])([CH3:3])[CH3:2]. The catalyst class is: 2. (5) Reactant: [BH4-].[Na+].[CH2:3]([O:10][C:11]1[CH:18]=[CH:17][C:16]([O:19][C:20]2[C:28]([CH3:29])=[CH:27][C:26]([N+:30]([O-:32])=[O:31])=[C:25]3[C:21]=2[CH2:22][CH2:23][CH2:24]3)=[CH:15][C:12]=1[CH:13]=[O:14])[C:4]1[CH:9]=[CH:8][CH:7]=[CH:6][CH:5]=1.CO.Cl. The catalyst class is: 7. Product: [CH2:3]([O:10][C:11]1[CH:18]=[CH:17][C:16]([O:19][C:20]2[C:28]([CH3:29])=[CH:27][C:26]([N+:30]([O-:32])=[O:31])=[C:25]3[C:21]=2[CH2:22][CH2:23][CH2:24]3)=[CH:15][C:12]=1[CH2:13][OH:14])[C:4]1[CH:9]=[CH:8][CH:7]=[CH:6][CH:5]=1. (6) Reactant: [CH3:1][N:2]1[CH:7]=[C:6]([N+:8]([O-:10])=[O:9])[CH:5]=[CH:4][C:3]1=[O:11].[Br:12]N1C(=O)CCC1=O. Product: [Br:12][C:4]1[C:3](=[O:11])[N:2]([CH3:1])[CH:7]=[C:6]([N+:8]([O-:10])=[O:9])[CH:5]=1. The catalyst class is: 204. (7) Reactant: [C:1]([NH:4][C:5]1[C:6]([Cl:17])=[N:7][C:8]([C:11]2[CH:16]=[CH:15][CH:14]=[CH:13][CH:12]=2)=[N:9][CH:10]=1)(=[O:3])[CH3:2].[CH2:18]([NH2:25])[C:19]1[CH:24]=[CH:23][CH:22]=[CH:21][CH:20]=1.C(N(CC)CC)C. Product: [ClH:17].[C:1]([NH:4][C:5]1[C:6]([NH:25][CH2:18][C:19]2[CH:24]=[CH:23][CH:22]=[CH:21][CH:20]=2)=[N:7][C:8]([C:11]2[CH:16]=[CH:15][CH:14]=[CH:13][CH:12]=2)=[N:9][CH:10]=1)(=[O:3])[CH3:2]. The catalyst class is: 32. (8) Reactant: [NH2:1][C:2]1[C:3]([C:8]([O:10][CH3:11])=[O:9])=[N:4][CH:5]=[CH:6][N:7]=1.[Br:12]N1C(=O)CCC1=O. Product: [NH2:1][C:2]1[C:3]([C:8]([O:10][CH3:11])=[O:9])=[N:4][C:5]([Br:12])=[CH:6][N:7]=1. The catalyst class is: 23. (9) The catalyst class is: 56. Reactant: [Br-].[CH2:2]([P+](C1C=CC=CC=1)(C1C=CC=CC=1)C1C=CC=CC=1)[CH2:3][CH2:4][CH2:5][CH3:6].[Li+].C[Si]([N-][Si](C)(C)C)(C)C.[Cl:36][C:37]1[CH:38]=[C:39]2[C:43](=[CH:44][CH:45]=1)[NH:42][C:41]([CH:46]=O)=[CH:40]2.[Cl-].[NH4+]. Product: [Cl:36][C:37]1[CH:38]=[C:39]2[C:43](=[CH:44][CH:45]=1)[NH:42][C:41]([CH:46]=[CH:2][CH2:3][CH2:4][CH2:5][CH3:6])=[CH:40]2. (10) Reactant: [N:1]1[CH:6]=[C:5]([C:7]([OH:9])=O)[CH:4]=[N:3][CH:2]=1.C1N=CN(C(N2C=NC=C2)=O)C=1.Cl.[NH2:23][CH2:24][C:25]1[CH:33]=[CH:32][CH:31]=[C:30]2[C:26]=1[C:27](=[O:43])[N:28]([CH:35]1[CH2:40][CH2:39][C:38](=[O:41])[NH:37][C:36]1=[O:42])[C:29]2=[O:34].C(N(CC)CC)C. Product: [O:42]=[C:36]1[CH:35]([N:28]2[C:27](=[O:43])[C:26]3[C:30](=[CH:31][CH:32]=[CH:33][C:25]=3[CH2:24][NH:23][C:7]([C:5]3[CH:4]=[N:3][CH:2]=[N:1][CH:6]=3)=[O:9])[C:29]2=[O:34])[CH2:40][CH2:39][C:38](=[O:41])[NH:37]1. The catalyst class is: 3.